This data is from Full USPTO retrosynthesis dataset with 1.9M reactions from patents (1976-2016). The task is: Predict the reactants needed to synthesize the given product. (1) Given the product [CH3:81][N:67]1[C:62]2=[N:63][C:64]([CH3:66])=[CH:65][C:60]([NH:10][S:7]([C:4]3[CH:5]=[CH:6][N:2]([CH3:1])[N:3]=3)(=[O:9])=[O:8])=[C:61]2[C:69]([C:70]2[CH:75]=[CH:74][CH:73]=[C:72]([N:76]3[CH2:80][CH2:79][CH2:78][CH2:77]3)[CH:71]=2)=[CH:68]1, predict the reactants needed to synthesize it. The reactants are: [CH3:1][N:2]1[CH:6]=[CH:5][C:4]([S:7]([NH2:10])(=[O:9])=[O:8])=[N:3]1.CC1(C)C2C(=C(P(C3C=CC=CC=3)C3C=CC=CC=3)C=CC=2)OC2C(P(C3C=CC=CC=3)C3C=CC=CC=3)=CC=CC1=2.C(=O)([O-])[O-].[Cs+].[Cs+].Cl[C:60]1[CH:65]=[C:64]([CH3:66])[N:63]=[C:62]2[N:67]([CH3:81])[CH:68]=[C:69]([C:70]3[CH:75]=[CH:74][CH:73]=[C:72]([N:76]4[CH2:80][CH2:79][CH2:78][CH2:77]4)[CH:71]=3)[C:61]=12. (2) Given the product [N:1]1([CH:6]([CH2:29][CH2:30][CH2:31][CH3:32])[CH2:7][CH2:8][CH2:9][CH2:10][CH2:11][CH2:12][CH2:13][CH2:14][CH2:15][CH2:16][CH2:17][CH2:18][C:19]([OH:21])=[O:20])[CH:5]=[CH:4][N:3]=[CH:2]1, predict the reactants needed to synthesize it. The reactants are: [N:1]1([CH:6]([CH2:29][CH2:30][CH2:31][CH3:32])[CH2:7][CH2:8][CH2:9][CH2:10][CH2:11][CH2:12][CH2:13][CH2:14][CH2:15][CH2:16][CH2:17][CH:18](C(OCC)=O)[C:19]([O:21]CC)=[O:20])[CH:5]=[CH:4][N:3]=[CH:2]1.[OH-].[Na+]. (3) Given the product [CH2:8]([O:7][C:3]([CH2:4][O:5][C:15]1[C:16]([C:17]([O:19][CH2:20][CH3:21])=[O:18])=[CH:11][N:12]=[CH:13][N:14]=1)=[O:6])[CH3:9], predict the reactants needed to synthesize it. The reactants are: [H-].[Na+].[C:3]([O:7][CH2:8][CH3:9])(=[O:6])[CH2:4][OH:5].Cl[C:11]1[C:16]([C:17]([O:19][CH2:20][CH3:21])=[O:18])=[CH:15][N:14]=[CH:13][N:12]=1.C(O)(=O)C.